Dataset: Full USPTO retrosynthesis dataset with 1.9M reactions from patents (1976-2016). Task: Predict the reactants needed to synthesize the given product. (1) Given the product [CH2:1]([C:8]1[CH:9]=[C:10]2[C:15](=[CH:16][C:17]=1[F:18])[N:14]=[C:13]([N:19]1[CH:23]=[C:22]([C:24]([OH:26])=[O:25])[CH:21]=[N:20]1)[N:12]=[C:11]2[N:32]([CH2:33][CH3:34])[CH2:30][CH3:31])[C:2]1[CH:3]=[CH:4][CH:5]=[CH:6][CH:7]=1, predict the reactants needed to synthesize it. The reactants are: [CH2:1]([C:8]1[CH:9]=[C:10]2[C:15](=[CH:16][C:17]=1[F:18])[N:14]=[C:13]([N:19]1[CH:23]=[C:22]([C:24]([O:26]CC)=[O:25])[CH:21]=[N:20]1)[NH:12][C:11]2=O)[C:2]1[CH:7]=[CH:6][CH:5]=[CH:4][CH:3]=1.[CH2:30]([NH:32][CH2:33][CH3:34])[CH3:31]. (2) Given the product [F:15][C:16]1[CH:21]=[C:20]([B:22]2[O:26][C:25]([CH3:28])([CH3:27])[C:24]([CH3:30])([CH3:29])[O:23]2)[CH:19]=[CH:18][C:17]=1[CH2:14][CH2:13][NH:9][C:2](=[O:3])[O:4][CH3:5], predict the reactants needed to synthesize it. The reactants are: Cl[C:2]([O:4][CH3:5])=[O:3].C([N:9]([CH2:13][CH3:14])C(C)C)(C)C.[F:15][C:16]1[CH:21]=[C:20]([B:22]2[O:26][C:25]([CH3:28])([CH3:27])[C:24]([CH3:30])([CH3:29])[O:23]2)[CH:19]=[CH:18][C:17]=1CNC. (3) Given the product [Cl:1][C:2]1[CH:3]=[CH:4][C:5]([S:8]([C:11]23[CH2:26][CH2:25][CH:24]([O:27][CH2:28][CH2:29][O:30][S:39]([CH3:38])(=[O:41])=[O:40])[CH2:23][CH:12]2[CH2:13][O:14][C:15]2[C:20]3=[C:19]([F:21])[CH:18]=[CH:17][C:16]=2[F:22])(=[O:9])=[O:10])=[CH:6][CH:7]=1, predict the reactants needed to synthesize it. The reactants are: [Cl:1][C:2]1[CH:7]=[CH:6][C:5]([S:8]([C:11]23[CH2:26][CH2:25][CH:24]([O:27][CH2:28][CH2:29][OH:30])[CH2:23][CH:12]2[CH2:13][O:14][C:15]2[C:20]3=[C:19]([F:21])[CH:18]=[CH:17][C:16]=2[F:22])(=[O:10])=[O:9])=[CH:4][CH:3]=1.CCN(CC)CC.[CH3:38][S:39](Cl)(=[O:41])=[O:40].